Dataset: Reaction yield outcomes from USPTO patents with 853,638 reactions. Task: Predict the reaction yield, written as a fraction of the theoretical maximum amount of product (1.0 means a 100% yield; for example, 0.34 means a 34% yield). The reactants are [CH2:1]([O:3][C:4]([C:6]1[C:10]2=[C:11]3[C:20](=[C:21](Br)[CH:22]=[C:9]2[NH:8][C:7]=1[CH3:30])[CH2:19][CH:18]1N(CCC2C=C(OC)C=CC=21)C3)=[O:5])[CH3:2].C1C[O:34][CH2:33][CH2:32]1.C([OH:38])C. The catalyst is [Pd]. The product is [CH2:1]([O:3][C:4]([C:6]1[C:10]2[C:9](=[CH:22][CH:21]=[C:20]([CH2:19][C:18]([O:34][CH2:33][CH3:32])=[O:38])[CH:11]=2)[NH:8][C:7]=1[CH3:30])=[O:5])[CH3:2]. The yield is 0.540.